Predict the reactants needed to synthesize the given product. From a dataset of Full USPTO retrosynthesis dataset with 1.9M reactions from patents (1976-2016). (1) Given the product [NH:1]1[CH2:4][CH:3]([N:5]2[CH:9]=[CH:8][N:7]=[C:6]2[C:10]2[S:11][C:12]3[CH2:13][CH2:14][O:15][C:16]4[CH:23]=[C:22]([C:31]5[CH:30]=[N:29][N:28]([CH2:27][C:26]([CH3:42])([OH:43])[CH3:25])[CH:32]=5)[CH:21]=[CH:20][C:17]=4[C:18]=3[N:19]=2)[CH2:2]1, predict the reactants needed to synthesize it. The reactants are: [NH:1]1[CH2:4][CH:3]([N:5]2[CH:9]=[CH:8][N:7]=[C:6]2[C:10]2[S:11][C:12]3[CH2:13][CH2:14][O:15][C:16]4[CH:23]=[C:22](Br)[CH:21]=[CH:20][C:17]=4[C:18]=3[N:19]=2)[CH2:2]1.[CH3:25][C:26]([OH:43])([CH3:42])[CH2:27][N:28]1[CH:32]=[C:31](B2OC(C)(C)C(C)(C)O2)[CH:30]=[N:29]1. (2) The reactants are: [F:1][C:2]1[CH:7]=[CH:6][C:5]([CH:8]([C:13]2[CH:18]=[CH:17][C:16]([F:19])=[CH:15][CH:14]=2)[O:9][CH2:10][CH2:11]I)=[CH:4][CH:3]=1.[CH:20]1([N:23]([CH:37]2[CH2:42][CH2:41][NH:40][CH2:39][CH2:38]2)[S:24]([C:27]2[CH:32]=[CH:31][CH:30]=[C:29]([C:33]([F:36])([F:35])[F:34])[CH:28]=2)(=[O:26])=[O:25])[CH2:22][CH2:21]1.C([O-])([O-])=O.[K+].[K+].O. Given the product [CH:20]1([N:23]([CH:37]2[CH2:42][CH2:41][N:40]([CH2:11][CH2:10][O:9][CH:8]([C:13]3[CH:18]=[CH:17][C:16]([F:19])=[CH:15][CH:14]=3)[C:5]3[CH:6]=[CH:7][C:2]([F:1])=[CH:3][CH:4]=3)[CH2:39][CH2:38]2)[S:24]([C:27]2[CH:32]=[CH:31][CH:30]=[C:29]([C:33]([F:36])([F:34])[F:35])[CH:28]=2)(=[O:25])=[O:26])[CH2:22][CH2:21]1, predict the reactants needed to synthesize it. (3) Given the product [CH2:40]([O:47][C:21](=[O:30])[NH:18][CH:10]1[CH2:9][CH2:8][N:7]([C:4]2[CH:3]=[CH:2][N:1]=[CH:6][CH:5]=2)[CH2:12][CH2:11]1)[C:41]1[CH:46]=[CH:45][CH:44]=[CH:43][CH:42]=1, predict the reactants needed to synthesize it. The reactants are: [N:1]1[CH:6]=[CH:5][C:4]([N:7]2[CH2:12][CH2:11][CH:10](C(O)=O)[CH2:9][CH2:8]2)=[CH:3][CH:2]=1.C([N:18]([CH2:21]C)CC)C.C1(P(N=[N+]=[N-])(C2C=CC=CC=2)=[O:30])C=CC=CC=1.[CH2:40]([OH:47])[C:41]1[CH:46]=[CH:45][CH:44]=[CH:43][CH:42]=1.